From a dataset of Full USPTO retrosynthesis dataset with 1.9M reactions from patents (1976-2016). Predict the reactants needed to synthesize the given product. (1) Given the product [Cl:1][C:2]1[CH:7]=[CH:6][C:5]([O:8][C:30]2[C:31]([F:33])=[CH:32][C:27]([S:24]([NH:23][C:36]3[S:40][N:39]=[CH:38][N:37]=3)(=[O:25])=[O:26])=[C:28]([F:35])[CH:29]=2)=[C:4]([C:9]2[CH:10]=[N:11][N:12]3[CH:17]=[CH:16][CH:15]=[N:14][C:13]=23)[CH:3]=1, predict the reactants needed to synthesize it. The reactants are: [Cl:1][C:2]1[CH:7]=[CH:6][C:5]([OH:8])=[C:4]([C:9]2[CH:10]=[N:11][N:12]3[CH:17]=[CH:16][CH:15]=[N:14][C:13]=23)[CH:3]=1.COC1C=C(OC)C=CC=1C[N:23]([C:36]1[S:40][N:39]=[CH:38][N:37]=1)[S:24]([C:27]1[CH:32]=[C:31]([F:33])[C:30](F)=[CH:29][C:28]=1[F:35])(=[O:26])=[O:25].C(=O)([O-])[O-].[K+].[K+]. (2) Given the product [C:1]([O:5][C@@H:6]([C:11]1[C:16]([CH3:17])=[CH:15][N:14]2[N:18]=[C:19]([C:21](=[O:22])[NH:38][CH2:39][C:40](=[O:49])[CH2:41][C:42]3[CH:47]=[CH:46][C:45]([F:48])=[CH:44][CH:43]=3)[CH:20]=[C:13]2[C:12]=1[N:24]1[CH2:29][CH2:28][C:27]([CH3:30])([CH3:31])[CH2:26][CH2:25]1)[C:7]([O:9][CH3:10])=[O:8])([CH3:3])([CH3:4])[CH3:2], predict the reactants needed to synthesize it. The reactants are: [C:1]([O:5][C@@H:6]([C:11]1[C:16]([CH3:17])=[CH:15][N:14]2[N:18]=[C:19]([C:21](O)=[O:22])[CH:20]=[C:13]2[C:12]=1[N:24]1[CH2:29][CH2:28][C:27]([CH3:31])([CH3:30])[CH2:26][CH2:25]1)[C:7]([O:9][CH3:10])=[O:8])([CH3:4])([CH3:3])[CH3:2].C(Cl)(=O)C(Cl)=O.[NH2:38][CH2:39][C:40](=[O:49])[CH2:41][C:42]1[CH:47]=[CH:46][C:45]([F:48])=[CH:44][CH:43]=1.Cl.CCN(C(C)C)C(C)C. (3) Given the product [Cl:17][C:8]1[CH:7]=[N:6][NH:5][C:10](=[O:11])[C:9]=1[CH:12]1[CH2:16][CH2:15][CH2:14][CH2:13]1, predict the reactants needed to synthesize it. The reactants are: C([N:5]1[C:10](=[O:11])[C:9]([CH:12]2[CH2:16][CH2:15][CH2:14][CH2:13]2)=[C:8]([Cl:17])[CH:7]=[N:6]1)(C)(C)C.[N+]([O-])(O)=O. (4) The reactants are: [CH2:1]([O:8][C@H:9]1[C@H:14]([O:15][CH2:16][C:17]2[CH:22]=[CH:21][CH:20]=[CH:19][CH:18]=2)[C@@H:13]([O:23][CH2:24][C:25]2[CH:30]=[CH:29][CH:28]=[CH:27][CH:26]=2)[C@@:12]([C:33]2[CH:38]=[CH:37][C:36]([Cl:39])=[C:35]([CH2:40][C:41]3[CH:46]=[CH:45][C:44]([O:47][C:48]([F:51])([F:50])[F:49])=[CH:43][CH:42]=3)[CH:34]=2)([O:31][CH3:32])[O:11][C@:10]1([CH2:54][OH:55])[CH:52]=[O:53])[C:2]1[CH:7]=[CH:6][CH:5]=[CH:4][CH:3]=1.[BH4-].[Na+]. Given the product [CH2:1]([O:8][C@H:9]1[C@H:14]([O:15][CH2:16][C:17]2[CH:18]=[CH:19][CH:20]=[CH:21][CH:22]=2)[C@@H:13]([O:23][CH2:24][C:25]2[CH:26]=[CH:27][CH:28]=[CH:29][CH:30]=2)[C@@:12]([C:33]2[CH:38]=[CH:37][C:36]([Cl:39])=[C:35]([CH2:40][C:41]3[CH:42]=[CH:43][C:44]([O:47][C:48]([F:51])([F:50])[F:49])=[CH:45][CH:46]=3)[CH:34]=2)([O:31][CH3:32])[O:11][C:10]1([CH2:54][OH:55])[CH2:52][OH:53])[C:2]1[CH:3]=[CH:4][CH:5]=[CH:6][CH:7]=1, predict the reactants needed to synthesize it. (5) Given the product [CH3:1][O:2][C:3]1[CH:4]=[C:5]2[C:18](=[CH:19][CH:20]=1)[C:8]1([CH2:13][CH2:12][CH2:11][C:10](=[CH:35][N+:32]([O-:34])=[O:33])[NH:9]1)[CH2:7][CH2:6]2, predict the reactants needed to synthesize it. The reactants are: [CH3:1][O:2][C:3]1[CH:4]=[C:5]2[C:18](=[CH:19][CH:20]=1)[C:8]1([CH2:13][CH2:12][CH2:11][C:10](N(C)N=O)=[N:9]1)[CH2:7][CH2:6]2.CN(C)C=O.CC(C)([O-])C.[K+].[N+:32]([CH3:35])([O-:34])=[O:33]. (6) Given the product [NH:10]1[C:14]2=[N:15][CH:16]=[CH:17][CH:18]=[C:13]2[C:12]([C:19]2[CH:20]=[C:21]([CH2:24][NH:25][C:26]([C:28]3[C:29](=[O:43])[N:30]([CH2:34][C:35]4[CH:40]=[CH:39][C:38]([F:41])=[C:37]([F:42])[CH:36]=4)[CH:31]=[CH:32][CH:33]=3)=[O:27])[S:22][CH:23]=2)=[CH:11]1, predict the reactants needed to synthesize it. The reactants are: C1(S([N:10]2[C:14]3=[N:15][CH:16]=[CH:17][CH:18]=[C:13]3[C:12]([C:19]3[CH:20]=[C:21]([CH2:24][NH:25][C:26]([C:28]4[C:29](=[O:43])[N:30]([CH2:34][C:35]5[CH:40]=[CH:39][C:38]([F:41])=[C:37]([F:42])[CH:36]=5)[CH:31]=[CH:32][CH:33]=4)=[O:27])[S:22][CH:23]=3)=[CH:11]2)(=O)=O)C=CC=CC=1.C(Cl)Cl.C[O-].[Na+]. (7) Given the product [F:21][C:22]([F:36])([F:37])[C:23]1[CH:28]=[CH:27][C:26]([C:29]([F:30])([F:31])[F:32])=[CH:25][C:24]=1[C:33]([N:18]1[CH2:19][CH2:20][CH:15]([C:12]2[S:13][CH:14]=[C:10]([CH2:9][CH2:8][C:2]3[CH:7]=[CH:6][CH:5]=[CH:4][CH:3]=3)[N:11]=2)[CH2:16][CH2:17]1)=[O:34], predict the reactants needed to synthesize it. The reactants are: Cl.[C:2]1([CH2:8][CH2:9][C:10]2[N:11]=[C:12]([CH:15]3[CH2:20][CH2:19][NH:18][CH2:17][CH2:16]3)[S:13][CH:14]=2)[CH:7]=[CH:6][CH:5]=[CH:4][CH:3]=1.[F:21][C:22]([F:37])([F:36])[C:23]1[CH:28]=[CH:27][C:26]([C:29]([F:32])([F:31])[F:30])=[CH:25][C:24]=1[C:33](Cl)=[O:34]. (8) Given the product [CH2:26]([O:46][CH:47]([CH2:51][CH3:52])[C:48]([NH:63][CH2:62][CH2:61][NH:60][C:53](=[O:54])[O:55][C:56]([CH3:58])([CH3:57])[CH3:59])=[O:50])[CH2:27][CH2:28][CH2:29]/[CH:30]=[CH:31]\[CH2:32]/[CH:33]=[CH:34]\[CH2:35]/[CH:36]=[CH:37]\[CH2:38]/[CH:39]=[CH:40]\[CH2:41]/[CH:42]=[CH:43]\[CH2:44][CH3:45], predict the reactants needed to synthesize it. The reactants are: C1CCC(N=C=NC2CCCCC2)CC1.C1C=CC2N(O)N=NC=2C=1.[CH2:26]([O:46][CH:47]([CH2:51][CH3:52])[C:48]([OH:50])=O)[CH2:27][CH2:28][CH2:29]/[CH:30]=[CH:31]\[CH2:32]/[CH:33]=[CH:34]\[CH2:35]/[CH:36]=[CH:37]\[CH2:38]/[CH:39]=[CH:40]\[CH2:41]/[CH:42]=[CH:43]\[CH2:44][CH3:45].[C:53]([NH:60][CH2:61][CH2:62][NH2:63])([O:55][C:56]([CH3:59])([CH3:58])[CH3:57])=[O:54]. (9) Given the product [Cl:1][C:2]1[N:7]=[C:6]([C:8]([O:10][CH3:11])=[O:9])[CH:5]=[C:4]([C:18]2[CH:19]=[CH:20][CH:21]=[C:16]([O:15][C:14]([F:13])([F:25])[F:26])[CH:17]=2)[N:3]=1, predict the reactants needed to synthesize it. The reactants are: [Cl:1][C:2]1[N:7]=[C:6]([C:8]([O:10][CH3:11])=[O:9])[CH:5]=[C:4](Cl)[N:3]=1.[F:13][C:14]([F:26])([F:25])[O:15][C:16]1[CH:17]=[C:18](B(O)O)[CH:19]=[CH:20][CH:21]=1.C([O-])([O-])=O.[Na+].[Na+]. (10) Given the product [CH:1]1([CH2:4][C:5]2[C:7]3[C:8](=[O:16])[CH2:9][C:10]([CH3:15])([CH3:14])[CH2:11][C:12]=3[N:17]([C:19]3[C:26]([F:27])=[CH:25][C:22]([C:23]#[N:24])=[C:21]([F:28])[CH:20]=3)[N:18]=2)[CH2:2][CH2:3]1, predict the reactants needed to synthesize it. The reactants are: [CH:1]1([CH2:4][C:5]([CH:7]2[C:12](=O)[CH2:11][C:10]([CH3:15])([CH3:14])[CH2:9][C:8]2=[O:16])=O)[CH2:3][CH2:2]1.[NH:17]([C:19]1[C:26]([F:27])=[CH:25][C:22]([C:23]#[N:24])=[C:21]([F:28])[CH:20]=1)[NH2:18].CCO.